Dataset: Full USPTO retrosynthesis dataset with 1.9M reactions from patents (1976-2016). Task: Predict the reactants needed to synthesize the given product. (1) Given the product [CH2:1]([O:8][CH2:9][C@@H:10]([N:39]1[C:38](=[O:40])[C:37]2=[CH:41][CH:42]=[CH:43][CH:44]=[C:36]2[C:35]1=[O:45])[CH2:11][CH2:12][CH:13]=[CH2:14])[C:2]1[CH:7]=[CH:6][CH:5]=[CH:4][CH:3]=1, predict the reactants needed to synthesize it. The reactants are: [CH2:1]([O:8][CH2:9][C@H:10](O)[CH2:11][CH2:12][CH:13]=[CH2:14])[C:2]1[CH:7]=[CH:6][CH:5]=[CH:4][CH:3]=1.C1(P(C2C=CC=CC=2)C2C=CC=CC=2)C=CC=CC=1.[C:35]1(=[O:45])[NH:39][C:38](=[O:40])[C:37]2=[CH:41][CH:42]=[CH:43][CH:44]=[C:36]12.N(C(OC(C)C)=O)=NC(OC(C)C)=O. (2) Given the product [CH3:1][C:2]1[CH:3]=[C:4]([C:9](=[O:17])[CH2:10][CH2:11][C:12]([NH:50][C:40]2[CH:39]=[C:38]([C:32]3[CH:37]=[CH:36][CH:35]=[CH:34][CH:33]=3)[CH:43]=[C:42]([C:44]3[CH:45]=[CH:46][CH:47]=[CH:48][CH:49]=3)[N:41]=2)=[O:14])[CH:5]=[CH:6][C:7]=1[CH3:8], predict the reactants needed to synthesize it. The reactants are: [CH3:1][C:2]1[CH:3]=[C:4]([C:9]([O:17]C)(OC)[CH2:10][CH2:11][C:12]([O-:14])=O)[CH:5]=[CH:6][C:7]=1[CH3:8].[K+].ClC1C=C(Cl)C=C(Cl)C=1C(Cl)=O.[C:32]1([C:38]2[CH:43]=[C:42]([C:44]3[CH:49]=[CH:48][CH:47]=[CH:46][CH:45]=3)[N:41]=[C:40]([NH2:50])[CH:39]=2)[CH:37]=[CH:36][CH:35]=[CH:34][CH:33]=1.Cl. (3) Given the product [C:17]([O:21][C:22]([N:24]1[CH2:29][CH2:28][CH:27]([NH:30][C:31]2[CH:36]=[CH:35][CH:34]=[CH:33][C:32]=2[NH:37][C:13](=[O:15])[C@@H:12]([NH:11][C:9]([O:8][CH2:1][C:2]2[CH:3]=[CH:4][CH:5]=[CH:6][CH:7]=2)=[O:10])[CH3:16])[CH2:26][CH2:25]1)=[O:23])([CH3:20])([CH3:18])[CH3:19], predict the reactants needed to synthesize it. The reactants are: [CH2:1]([O:8][C:9]([NH:11][C@@H:12]([CH3:16])[C:13]([OH:15])=O)=[O:10])[C:2]1[CH:7]=[CH:6][CH:5]=[CH:4][CH:3]=1.[C:17]([O:21][C:22]([N:24]1[CH2:29][CH2:28][CH:27]([NH:30][C:31]2[CH:36]=[CH:35][CH:34]=[CH:33][C:32]=2[NH2:37])[CH2:26][CH2:25]1)=[O:23])([CH3:20])([CH3:19])[CH3:18].C1C=CC2N(O)N=NC=2C=1.CN1CCOCC1.Cl.CN(C)CCCN=C=NCC. (4) Given the product [ClH:22].[Br:2][C:3]1[C:7]2=[N:8][CH:9]=[CH:10][CH:11]=[C:6]2[S:5][C:4]=1[NH:12][S:19]([C:13]1[CH:18]=[CH:17][CH:16]=[CH:15][CH:14]=1)(=[O:21])=[O:20], predict the reactants needed to synthesize it. The reactants are: Cl.[Br:2][C:3]1[C:7]2=[N:8][CH:9]=[CH:10][CH:11]=[C:6]2[S:5][C:4]=1[NH2:12].[C:13]1([S:19]([Cl:22])(=[O:21])=[O:20])[CH:18]=[CH:17][CH:16]=[CH:15][CH:14]=1. (5) Given the product [C:1]([O:5][C:6]([N:8]1[CH2:13][CH2:12][N:11]([CH2:14][CH2:15][CH2:16][N:17]2[CH2:22][CH2:21][CH2:20][CH2:19][CH2:18]2)[C:10](=[O:23])[C@H:9]1[CH2:24][OH:25])=[O:7])([CH3:3])([CH3:4])[CH3:2], predict the reactants needed to synthesize it. The reactants are: [C:1]([O:5][C:6]([N:8]1[CH2:13][CH2:12][N:11]([CH2:14][CH2:15][CH2:16][N:17]2[CH2:22][CH2:21][CH2:20][CH2:19][CH2:18]2)[C:10](=[O:23])[C@H:9]1[CH2:24][O:25]CC1C=CC=CC=1)=[O:7])([CH3:4])([CH3:3])[CH3:2]. (6) Given the product [CH2:1]([N:5]1[C:9]([CH:23]=[O:24])=[C:8]([Cl:11])[N:7]=[C:6]1[C:12]1[C:17]([CH3:18])=[CH:16][CH:15]=[CH:14][C:13]=1[CH3:19])[CH2:2][CH2:3][CH3:4], predict the reactants needed to synthesize it. The reactants are: [CH2:1]([N:5]1[C:9](Cl)=[C:8]([Cl:11])[N:7]=[C:6]1[C:12]1[C:17]([CH3:18])=[CH:16][CH:15]=[CH:14][C:13]=1[CH3:19])[CH2:2][CH2:3][CH3:4].CN([CH:23]=[O:24])C.